This data is from Catalyst prediction with 721,799 reactions and 888 catalyst types from USPTO. The task is: Predict which catalyst facilitates the given reaction. (1) Reactant: C(OC([N:8]1[CH2:13][CH2:12][N:11]([C:14](=[O:35])[CH2:15][N:16]2[C:20]([C:21]3[CH:26]=[CH:25][C:24]([F:27])=[CH:23][CH:22]=3)=[N:19][C:18]([C:28]3[CH:33]=[CH:32][C:31]([F:34])=[CH:30][CH:29]=3)=[N:17]2)[CH2:10][CH2:9]1)=O)(C)(C)C.FC(F)(F)C(O)=O. Product: [F:34][C:31]1[CH:30]=[CH:29][C:28]([C:18]2[N:19]=[C:20]([C:21]3[CH:22]=[CH:23][C:24]([F:27])=[CH:25][CH:26]=3)[N:16]([CH2:15][C:14]([N:11]3[CH2:10][CH2:9][NH:8][CH2:13][CH2:12]3)=[O:35])[N:17]=2)=[CH:33][CH:32]=1. The catalyst class is: 4. (2) Reactant: [CH2:1]([O:5][C:6]1[CH:11]=[CH:10][C:9]([C:12]([NH:19]S(C(C)(C)C)=O)([CH3:18])[CH2:13][C:14]([O:16][CH3:17])=[O:15])=[CH:8][CH:7]=1)[CH2:2][CH2:3][CH3:4].Cl. Product: [NH2:19][C:12]([C:9]1[CH:8]=[CH:7][C:6]([O:5][CH2:1][CH2:2][CH2:3][CH3:4])=[CH:11][CH:10]=1)([CH3:18])[CH2:13][C:14]([O:16][CH3:17])=[O:15]. The catalyst class is: 5. (3) Reactant: [OH:1][CH2:2][C:3]1[CH2:4][C@H:5]([OH:21])[C@H:6]2[CH2:15][CH2:14][CH:13]3[C@:8]([CH3:18])([CH2:9][CH2:10][CH2:11][C:12]3([CH3:17])[CH3:16])[C@H:7]2[CH2:19][CH:20]=1.CC(OI1(OC(C)=O)(OC(C)=O)OC(=O)C2C=CC=CC1=2)=O. Product: [CH3:16][C:12]1([CH3:17])[CH2:11][CH2:10][CH2:9][C@@:8]2([CH3:18])[CH:13]1[CH2:14][CH2:15][C@@H:6]1[C:5](=[O:21])[CH2:4][C:3]([CH:2]=[O:1])=[CH:20][CH2:19][C@@H:7]12. The catalyst class is: 2. (4) Product: [F:8][C:5]1[CH:6]=[CH:7][C:2]([C:14]#[N:15])=[N:3][CH:4]=1. The catalyst class is: 44. Reactant: Br[C:2]1[CH:7]=[CH:6][C:5]([F:8])=[CH:4][N:3]=1.[C-]#N.[K+].O.C(N)[CH2:14][NH2:15]. (5) Reactant: Cl.[NH2:2][C@H:3]1[CH2:12][C:11]2[C:6](=[CH:7][CH:8]=[CH:9][CH:10]=2)[NH:5][C:4]1=[O:13].C(N(CC)CC)C.[C:21](O[C:21]([O:23][C:24]([CH3:27])([CH3:26])[CH3:25])=[O:22])([O:23][C:24]([CH3:27])([CH3:26])[CH3:25])=[O:22]. Product: [O:13]=[C:4]1[C@@H:3]([NH:2][C:21](=[O:22])[O:23][C:24]([CH3:27])([CH3:26])[CH3:25])[CH2:12][C:11]2[C:6](=[CH:7][CH:8]=[CH:9][CH:10]=2)[NH:5]1. The catalyst class is: 38.